From a dataset of M1 muscarinic receptor antagonist screen with 61,756 compounds. Binary Classification. Given a drug SMILES string, predict its activity (active/inactive) in a high-throughput screening assay against a specified biological target. (1) The molecule is S(=O)(=O)(N1CCOCC1)c1ccc(NC(=O)c2cc(OC)c(OC)cc2)cc1. The result is 0 (inactive). (2) The molecule is OC12NC(=C(C1(O)C(=O)c1c2cccc1)C(OCCCC)=O)C. The result is 0 (inactive). (3) The drug is S(=O)(=O)(N1CCC(CC1)C(=O)NCc1ccc(OC)cc1)N1CCOCC1. The result is 0 (inactive). (4) The molecule is Clc1ccc(c2nn(CCC(=O)NC)c(=O)c3c2cccc3)cc1. The result is 0 (inactive). (5) The compound is Clc1ccc(CN2CCN(CC2)c2ncnc3n(ncc23)Cc2ccc(cc2)C)cc1. The result is 0 (inactive). (6) The compound is Clc1c(C2N=c3n([nH]c(n3)N)C(C2)c2ccc(OC)cc2)ccc(Cl)c1. The result is 0 (inactive). (7) The compound is o1c2c(C(N(C2=O)Cc2occc2)c2cccnc2)c(=O)c2c1cccc2. The result is 0 (inactive). (8) The drug is O(c1c(/C=N\n2c3c(nc2CO)cccc3)cccc1OC)C. The result is 0 (inactive). (9) The drug is O=c1n(ncn2c1cc1c2cccc1)CC(=O)Nc1cc(cc(c1)C)C. The result is 0 (inactive).